From a dataset of Forward reaction prediction with 1.9M reactions from USPTO patents (1976-2016). Predict the product of the given reaction. (1) Given the reactants Br[C:2]1[C:10]2[C:6](=[CH:7][N:8]([CH3:11])[N:9]=2)[C:5]([CH3:12])=[CH:4][CH:3]=1.[C:13]([Cu])#[N:14].O, predict the reaction product. The product is: [CH3:11][N:8]1[CH:7]=[C:6]2[C:10]([C:2]([C:13]#[N:14])=[CH:3][CH:4]=[C:5]2[CH3:12])=[N:9]1. (2) Given the reactants [Cl:1][C:2]1[C:3]2[N:4]([C:8]([C:11]3[C:16]([F:17])=[CH:15][N:14]=[C:13](Cl)[N:12]=3)=[CH:9][N:10]=2)[CH:5]=[CH:6][CH:7]=1.[NH2:19][C@H:20]([C:22]1[CH:23]=[C:24]([CH:26]=[CH:27][CH:28]=1)[NH2:25])[CH3:21].C(=O)([O-])[O-].[K+].[K+], predict the reaction product. The product is: [NH2:25][C:24]1[CH:23]=[C:22]([C@@H:20]([NH:19][C:13]2[N:12]=[C:11]([C:8]3[N:4]4[CH:5]=[CH:6][CH:7]=[C:2]([Cl:1])[C:3]4=[N:10][CH:9]=3)[C:16]([F:17])=[CH:15][N:14]=2)[CH3:21])[CH:28]=[CH:27][CH:26]=1. (3) Given the reactants [CH:1]([O:4][C:5]1([C:8]2[CH:13]=[CH:12][C:11]([C:14]#[C:15][C:16]3[CH:21]=[CH:20][C:19]([CH2:22][C:23]([O:25]C)=[O:24])=[CH:18][CH:17]=3)=[CH:10][C:9]=2[CH3:27])[CH2:7][CH2:6]1)([CH3:3])[CH3:2].[OH-].[Na+], predict the reaction product. The product is: [CH:1]([O:4][C:5]1([C:8]2[CH:13]=[CH:12][C:11]([C:14]#[C:15][C:16]3[CH:21]=[CH:20][C:19]([CH2:22][C:23]([OH:25])=[O:24])=[CH:18][CH:17]=3)=[CH:10][C:9]=2[CH3:27])[CH2:7][CH2:6]1)([CH3:3])[CH3:2]. (4) Given the reactants [CH2:1]([N:8]1[C:12]([C@H:13]([NH2:18])[C:14]([CH3:17])([CH3:16])[CH3:15])=[N:11][C:10]([C:19]2[CH:24]=[C:23]([F:25])[CH:22]=[CH:21][C:20]=2[F:26])=[N:9]1)[C:2]1[CH:7]=[CH:6][CH:5]=[CH:4][CH:3]=1.[F:27][C@@H:28]1[C@H:32]([CH:33]=O)[CH2:31][N:30]([C:35]([O:37][CH2:38][C:39]2[CH:44]=[CH:43][CH:42]=[CH:41][CH:40]=2)=[O:36])[CH2:29]1.[BH-](OC(C)=O)(OC(C)=O)OC(C)=O.[Na+].C[N+]1([O-])CCOCC1, predict the reaction product. The product is: [CH2:1]([N:8]1[C:12]([C@H:13]([NH:18][CH2:33][C@H:32]2[C@@H:28]([F:27])[CH2:29][N:30]([C:35]([O:37][CH2:38][C:39]3[CH:44]=[CH:43][CH:42]=[CH:41][CH:40]=3)=[O:36])[CH2:31]2)[C:14]([CH3:17])([CH3:16])[CH3:15])=[N:11][C:10]([C:19]2[CH:24]=[C:23]([F:25])[CH:22]=[CH:21][C:20]=2[F:26])=[N:9]1)[C:2]1[CH:7]=[CH:6][CH:5]=[CH:4][CH:3]=1.